Dataset: Forward reaction prediction with 1.9M reactions from USPTO patents (1976-2016). Task: Predict the product of the given reaction. (1) Given the reactants [NH2:1][C:2]1[CH:7]=[CH:6][CH:5]=[CH:4][N:3]=1.C(N(CC)CC)C.[CH3:15][C:16]([CH3:21])([CH3:20])[C:17](Cl)=[O:18], predict the reaction product. The product is: [N:3]1[CH:4]=[CH:5][CH:6]=[CH:7][C:2]=1[NH:1][C:17](=[O:18])[C:16]([CH3:21])([CH3:20])[CH3:15]. (2) Given the reactants [I-].[CH:2]([O:5][C:6]1[C:7]([N+:20]([O-])=O)=[CH:8][C:9]([CH3:19])=[C:10]([C:12]2[CH:17]=[CH:16][N+:15]([CH3:18])=[CH:14][CH:13]=2)[CH:11]=1)([CH3:4])[CH3:3].[BH4-].[Na+].C(O)(C(F)(F)F)=O, predict the reaction product. The product is: [CH:2]([O:5][C:6]1[CH:11]=[C:10]([CH:12]2[CH2:13][CH2:14][N:15]([CH3:18])[CH2:16][CH2:17]2)[C:9]([CH3:19])=[CH:8][C:7]=1[NH2:20])([CH3:4])[CH3:3]. (3) Given the reactants [N:1](/[C:4](=[CH:8]\[C:9]1[S:10][CH:11]=[C:12]([Br:14])[CH:13]=1)/[C:5]([O-:7])=[O:6])=[N+]=[N-].[C:15]1(C)C(C)=CC=C[CH:20]=1, predict the reaction product. The product is: [Br:14][C:12]1[C:13]2[NH:1][C:4]([C:5]([O:7][CH2:15][CH3:20])=[O:6])=[CH:8][C:9]=2[S:10][CH:11]=1. (4) Given the reactants [CH:1]1([CH2:4][NH:5][C:6](=O)[C:7](OCC)=[O:8])[CH2:3][CH2:2]1.Cl[Si](C)(C)C.Cl.N, predict the reaction product. The product is: [NH3:5].[CH:1]1([CH2:4][NH:5][CH2:6][CH2:7][OH:8])[CH2:3][CH2:2]1.